Dataset: Forward reaction prediction with 1.9M reactions from USPTO patents (1976-2016). Task: Predict the product of the given reaction. (1) Given the reactants [Si:1]([O:8][C@H:9]1[CH2:14][CH2:13][C@H:12]([N:15]2[CH:19]=[C:18]([C:20]3[CH:21]=[C:22]4[C:28]([CH:29]([C:50]5[C:55]([O:56][CH3:57])=[CH:54][CH:53]=[C:52]([F:58])[C:51]=5[Cl:59])[C:30]([F:49])(S(C5C=CC=CC=5)(=O)=O)S(C5C=CC=CC=5)(=O)=O)=[CH:27][NH:26][C:23]4=[N:24][CH:25]=3)[CH:17]=[N:16]2)[CH2:11][CH2:10]1)([C:4]([CH3:7])([CH3:6])[CH3:5])([CH3:3])[CH3:2].P([O-])([O-])(O)=O.[Na+].[Na+].C(Cl)Cl, predict the reaction product. The product is: [Si:1]([O:8][Si:1]([C:4]([CH3:5])([CH3:6])[CH3:7])([CH3:2])[CH3:3])([C:4]([CH3:7])([CH3:6])[CH3:5])([CH3:3])[CH3:2].[Cl:59][C:51]1[C:52]([F:58])=[CH:53][CH:54]=[C:55]([O:56][CH3:57])[C:50]=1[CH:29]([C:28]1[C:22]2[C:23](=[N:24][CH:25]=[C:20]([C:18]3[CH:17]=[N:16][N:15]([C@H:12]4[CH2:13][CH2:14][C@H:9]([OH:8])[CH2:10][CH2:11]4)[CH:19]=3)[CH:21]=2)[NH:26][CH:27]=1)[CH2:30][F:49]. (2) Given the reactants [C:1]([C:5]1[CH:10]=[CH:9][C:8](/[C:11](/[Sn](CCCC)(CCCC)CCCC)=[CH:12]\[C@@H:13]2[N:17]([CH2:18][C:19]3[CH:24]=[CH:23][C:22]([O:25][CH3:26])=[CH:21][C:20]=3[O:27][CH3:28])[C:16](=[O:29])[CH2:15][CH2:14]2)=[CH:7][CH:6]=1)([CH3:4])([CH3:3])[CH3:2].I[C:44]1[N:49]=[C:48]([O:50][CH3:51])[C:47]([NH2:52])=[CH:46][CH:45]=1.[F-].[Cs+].O, predict the reaction product. The product is: [NH2:52][C:47]1[CH:46]=[CH:45][C:44](/[C:11](/[C:8]2[CH:9]=[CH:10][C:5]([C:1]([CH3:3])([CH3:2])[CH3:4])=[CH:6][CH:7]=2)=[CH:12]/[C@@H:13]2[N:17]([CH2:18][C:19]3[CH:24]=[CH:23][C:22]([O:25][CH3:26])=[CH:21][C:20]=3[O:27][CH3:28])[C:16](=[O:29])[CH2:15][CH2:14]2)=[N:49][C:48]=1[O:50][CH3:51]. (3) The product is: [OH:1][B:2]1[C:6]2[CH:7]=[C:8]([O:12][C:13]3[CH:18]=[N:17][CH:16]=[CH:15][N:14]=3)[CH:9]=[C:10]([OH:11])[C:5]=2[CH:4]([CH2:19][C:20]([OH:22])=[O:21])[O:3]1. Given the reactants [OH:1][B:2]1[C:6]2[CH:7]=[C:8]([O:12][C:13]3[CH:18]=[N:17][CH:16]=[CH:15][N:14]=3)[CH:9]=[C:10]([OH:11])[C:5]=2[CH:4]([CH2:19][C:20]([O:22]CC)=[O:21])[O:3]1.[OH-].[Li+].Cl, predict the reaction product.